Dataset: Full USPTO retrosynthesis dataset with 1.9M reactions from patents (1976-2016). Task: Predict the reactants needed to synthesize the given product. Given the product [Cl:16][C:8]([C:10]1[CH:15]=[CH:14][CH:13]=[CH:12][C:11]=1[Cl:3])=[CH:7][C:22]#[N:20], predict the reactants needed to synthesize it. The reactants are: O=P(Cl)(Cl)[Cl:3].Cl[CH2:7][C:8]([C:10]1[CH:15]=[CH:14][CH:13]=[CH:12][CH:11]=1)=O.[ClH:16].NO.C[N:20]([CH:22]=O)C.